Predict the reactants needed to synthesize the given product. From a dataset of Full USPTO retrosynthesis dataset with 1.9M reactions from patents (1976-2016). (1) Given the product [NH2:9][C@H:11]([C:12]([N:1]1[CH2:2][CH2:20][CH2:19][C@H:14]1[C:15]([OH:17])=[O:16])=[O:13])[CH3:6], predict the reactants needed to synthesize it. The reactants are: [N:1]1([CH2:14][C:15]([OH:17])=[O:16])[C:12](=[O:13])[C:11]2[N:9](C)C=N[C:6]=2N(C)[C:2]1=O.O1C=CC[CH2:20][CH2:19]1. (2) The reactants are: [F:1][C:2]1[CH:7]=[CH:6][C:5]([NH:8][NH2:9])=[CH:4][CH:3]=1.[I:10][C:11]1[CH:12]=[C:13]([CH:27]=[CH:28][CH:29]=1)[C:14]([C:16](=[CH:19]NC1C=CC=CC=1)[C:17]#[N:18])=[O:15]. Given the product [NH2:18][C:17]1[N:8]([C:5]2[CH:6]=[CH:7][C:2]([F:1])=[CH:3][CH:4]=2)[N:9]=[CH:19][C:16]=1[C:14](=[O:15])[C:13]1[CH:27]=[CH:28][CH:29]=[C:11]([I:10])[CH:12]=1, predict the reactants needed to synthesize it.